Dataset: Forward reaction prediction with 1.9M reactions from USPTO patents (1976-2016). Task: Predict the product of the given reaction. (1) The product is: [OH2:6].[OH2:13].[C:3]([O-:9])(=[O:8])[CH2:4][C:5]([CH3:7])=[O:6].[Cu+2:20].[C:3]([O-:9])(=[O:8])[CH2:4][C:5]([CH3:7])=[O:6]. Given the reactants [OH-].[Na+].[C:3]([O:9]CC)(=[O:8])[CH2:4][C:5]([CH3:7])=[O:6].[N+]([O-])(O)=[O:13].[N+]([O-])([O-])=O.[Cu+2:20].[N+]([O-])([O-])=O, predict the reaction product. (2) Given the reactants [N:1]1[CH:6]=[CH:5][CH:4]=[C:3]2[C:7](=[O:11])O[C:9](=[O:10])[C:2]=12.[NH2:12][CH2:13][CH2:14][CH2:15][OH:16], predict the reaction product. The product is: [OH:16][CH2:15][CH2:14][CH2:13][N:12]1[C:7](=[O:11])[C:3]2[C:2](=[N:1][CH:6]=[CH:5][CH:4]=2)[C:9]1=[O:10]. (3) Given the reactants [N:1]1[CH:6]=[CH:5][C:4]([C:7]2[S:11][C:10]([C:12]([OH:14])=O)=[CH:9][CH:8]=2)=[CH:3][CH:2]=1.[CH3:15][C:16]1[CH:21]=[CH:20][CH:19]=[CH:18][C:17]=1[CH2:22][NH2:23], predict the reaction product. The product is: [CH3:15][C:16]1[CH:21]=[CH:20][CH:19]=[CH:18][C:17]=1[CH2:22][NH:23][C:12]([C:10]1[S:11][C:7]([C:4]2[CH:3]=[CH:2][N:1]=[CH:6][CH:5]=2)=[CH:8][CH:9]=1)=[O:14]. (4) Given the reactants [C:1]([N:5]1[C:9]([C:10]2[CH:15]=[CH:14][C:13]([CH3:16])=[CH:12][CH:11]=2)=[CH:8][C:7]([CH2:17][CH2:18][CH:19]=O)=[N:6]1)([CH3:4])([CH3:3])[CH3:2].[CH3:21][CH:22]1[CH2:27][NH:26][CH2:25][CH2:24][N:23]1[C:28]1[CH:29]=[C:30]([CH3:34])[CH:31]=[CH:32][CH:33]=1.CCN(C(C)C)C(C)C.[BH-](OC(C)=O)(OC(C)=O)OC(C)=O.[Na+], predict the reaction product. The product is: [C:1]([N:5]1[C:9]([C:10]2[CH:15]=[CH:14][C:13]([CH3:16])=[CH:12][CH:11]=2)=[CH:8][C:7]([CH2:17][CH2:18][CH2:19][N:26]2[CH2:25][CH2:24][N:23]([C:28]3[CH:29]=[C:30]([CH3:34])[CH:31]=[CH:32][CH:33]=3)[CH:22]([CH3:21])[CH2:27]2)=[N:6]1)([CH3:4])([CH3:3])[CH3:2]. (5) The product is: [CH2:16]([O:15][C:13]([C:8]1[S:7][C:6]([C:4]([O:3][CH2:1][CH3:2])=[O:5])=[C:10]2[C:9]=1[O:12][CH2:19][CH2:18][O:11]2)=[O:14])[CH3:17]. Given the reactants [CH2:1]([O:3][C:4]([C:6]1[S:7][C:8]([C:13]([O:15][CH2:16][CH3:17])=[O:14])=[C:9]([OH:12])[C:10]=1[OH:11])=[O:5])[CH3:2].[CH2:18](O)[CH2:19]O, predict the reaction product. (6) Given the reactants [CH2:1]([N:8]1[C:12](=O)[C@@H:11]2[C:14]3[CH:15]=[CH:16][CH:17]=[C:18]([Cl:22])[C:19]=3[CH2:20][O:21][C@@:10]2([CH3:23])[CH2:9]1)[C:2]1[CH:7]=[CH:6][CH:5]=[CH:4][CH:3]=1.Cl.C([O-])(O)=O.[Na+], predict the reaction product. The product is: [CH2:1]([N:8]1[CH2:12][C@@H:11]2[C:14]3[CH:15]=[CH:16][CH:17]=[C:18]([Cl:22])[C:19]=3[CH2:20][O:21][C@@:10]2([CH3:23])[CH2:9]1)[C:2]1[CH:3]=[CH:4][CH:5]=[CH:6][CH:7]=1. (7) Given the reactants [C:1]([O:5][C:6]([NH:8][C:9]1[CH:14]=[CH:13][C:12]([O:15][CH3:16])=[CH:11][C:10]=1[CH3:17])=[O:7])([CH3:4])([CH3:3])[CH3:2].[Li]C(CC)C.[F:23][C:24]([F:31])([F:30])[C:25](OCC)=[O:26], predict the reaction product. The product is: [F:23][C:24]([F:31])([F:30])[C:25](=[O:26])[CH2:17][C:10]1[CH:11]=[C:12]([O:15][CH3:16])[CH:13]=[CH:14][C:9]=1[NH:8][C:6](=[O:7])[O:5][C:1]([CH3:4])([CH3:3])[CH3:2]. (8) The product is: [I:16][C:5]1[C:6]([C:9]2[CH:14]=[CH:13][CH:12]=[CH:11][CH:10]=2)=[N:7][CH:8]=[C:3]([O:2][CH3:1])[C:4]=1[NH2:15]. Given the reactants [CH3:1][O:2][C:3]1[C:4]([NH2:15])=[CH:5][C:6]([C:9]2[CH:14]=[CH:13][CH:12]=[CH:11][CH:10]=2)=[N:7][CH:8]=1.[I:16]([O-])(=O)=O.[K+].[OH-].[Na+], predict the reaction product. (9) Given the reactants [CH:1]1([CH2:4][C@:5]2([CH2:18][CH2:19]O)[C:10]([O:11][CH3:12])=[N:9][C@H:8]([CH:13]([CH3:15])[CH3:14])[C:7]([O:16][CH3:17])=[N:6]2)[CH2:3][CH2:2]1.C(Br)(Br)(Br)[Br:22].C1C=CC(P(C2C=CC=CC=2)C2C=CC=CC=2)=CC=1, predict the reaction product. The product is: [Br:22][CH2:19][CH2:18][C@@:5]1([CH2:4][CH:1]2[CH2:3][CH2:2]2)[C:10]([O:11][CH3:12])=[N:9][C@H:8]([CH:13]([CH3:15])[CH3:14])[C:7]([O:16][CH3:17])=[N:6]1.